Task: Predict the reaction yield, written as a fraction of the theoretical maximum amount of product (1.0 means a 100% yield; for example, 0.34 means a 34% yield).. Dataset: Reaction yield outcomes from USPTO patents with 853,638 reactions (1) The reactants are NN.CC([CH2:7][N:8]([CH2:12][CH:13]([N:21]1C(=O)C2C(=CC=CC=2)C1=O)[CH2:14][C:15]1[CH:20]=[CH:19][CH:18]=[CH:17][CH:16]=1)[C:9](=[O:11])[O-:10])(C)C. The catalyst is C1COCC1.CO. The product is [NH2:21][CH:13]([CH2:14][C:15]1[CH:16]=[CH:17][CH:18]=[CH:19][CH:20]=1)[CH2:12][N:8]([CH3:7])[C:9](=[O:11])[O:10][C:15]([CH3:20])([CH3:16])[CH3:14]. The yield is 0.880. (2) The reactants are [CH3:1][C:2]1[C:6]2[CH:7]=[C:8]([C:11]3([C:14]([O:16]C)=[O:15])[CH2:13][CH2:12]3)[CH:9]=[CH:10][C:5]=2[O:4][N:3]=1.O[Li].O. The catalyst is CO.O. The product is [CH3:1][C:2]1[C:6]2[CH:7]=[C:8]([C:11]3([C:14]([OH:16])=[O:15])[CH2:12][CH2:13]3)[CH:9]=[CH:10][C:5]=2[O:4][N:3]=1. The yield is 0.320. (3) The reactants are [CH3:1][O:2][C:3]1[CH:8]=[N:7][C:6]([N:9]2[CH:13]=[N:12][C:11]([CH3:14])=[N:10]2)=[C:5]2[NH:15][CH:16]=[C:17]([C:18](=[O:22])[C:19]([OH:21])=O)[C:4]=12.[Br:23][C:24]1[CH:33]=[CH:32][CH:31]=[C:30]2[C:25]=1[CH2:26][CH2:27][NH:28][CH2:29]2.[B-](F)(F)(F)F.CN(C(ON1N=NC2C1=CC=CC=2)=[N+](C)C)C.CCN(C(C)C)C(C)C. The catalyst is CN(C=O)C. The product is [Br:23][C:24]1[CH:33]=[CH:32][CH:31]=[C:30]2[C:25]=1[CH2:26][CH2:27][N:28]([C:19](=[O:21])[C:18]([C:17]1[C:4]3[C:5](=[C:6]([N:9]4[CH:13]=[N:12][C:11]([CH3:14])=[N:10]4)[N:7]=[CH:8][C:3]=3[O:2][CH3:1])[NH:15][CH:16]=1)=[O:22])[CH2:29]2. The yield is 0.880. (4) The reactants are [CH2:1]([C:3]1[CH:4]=[C:5]([O:12][CH3:13])[C:6]([F:11])=[C:7]([CH:10]=1)[CH:8]=[O:9])[CH3:2].[C-:14]#[N:15].[K+].OS([O-])=O.[Na+]. The catalyst is C(OCC)(=O)C.O. The product is [CH2:1]([C:3]1[CH:4]=[C:5]([O:12][CH3:13])[C:6]([F:11])=[C:7]([CH:8]([OH:9])[C:14]#[N:15])[CH:10]=1)[CH3:2]. The yield is 0.920.